Dataset: Experimentally validated miRNA-target interactions with 360,000+ pairs, plus equal number of negative samples. Task: Binary Classification. Given a miRNA mature sequence and a target amino acid sequence, predict their likelihood of interaction. The miRNA is mmu-miR-292a-5p with sequence ACUCAAACUGGGGGCUCUUUUG. The protein sequence of the target gene is MGTLGKAREAPRKPCHGSRAGPKARLEAKSTNSPLPAQPSLAQITQFRMMVSLGHLAKGASLDDLIDSCIQSFDADGNLCRNNQLLQVMLTMHRIIISSAELLQKVMNLYKDALEKNSPGVCLKICYFVRYWITEFWIMFKMDASLTSTMEEFQDLVKANGEETHCHLIDTTQINSRDWSRKLTQRIKSNTSKKRKVSLLFDHLEPEELSEHLTYLEFKSFRRISFSDYQNYLVNSCVKENPTMERSIALCNGISQWVQLMVLSRPTPQLRAEVFIKFIHVAQKLHQLQNFNTLMAVIGG.... Result: 1 (interaction).